Dataset: Forward reaction prediction with 1.9M reactions from USPTO patents (1976-2016). Task: Predict the product of the given reaction. (1) Given the reactants [C:1]([O:5][C:6]([N:8]1[C:12]2=[N:13][CH:14]=[CH:15][CH:16]=[C:11]2[C:10]([CH2:17][C:18]2[C:19]([CH3:24])=[N:20][NH:21][C:22]=2[CH3:23])=[CH:9]1)=[O:7])([CH3:4])([CH3:3])[CH3:2].N12CCCN=C1CCCCC2.[CH2:36]([N:43]=[C:44]=[O:45])[C:37]1[CH:42]=[CH:41][CH:40]=[CH:39][CH:38]=1, predict the reaction product. The product is: [C:1]([O:5][C:6]([N:8]1[C:12]2=[N:13][CH:14]=[CH:15][CH:16]=[C:11]2[C:10]([CH2:17][C:18]2[C:19]([CH3:24])=[N:20][N:21]([C:44](=[O:45])[NH:43][CH2:36][C:37]3[CH:42]=[CH:41][CH:40]=[CH:39][CH:38]=3)[C:22]=2[CH3:23])=[CH:9]1)=[O:7])([CH3:4])([CH3:3])[CH3:2]. (2) Given the reactants [F:1][C:2]1[CH:23]=[CH:22][C:5]([CH2:6][NH:7][C:8]2[CH:13]=[CH:12][C:11]([N+:14]([O-])=O)=[C:10]([N:17]3[CH2:21][CH2:20][CH2:19][CH2:18]3)[N:9]=2)=[CH:4][CH:3]=1, predict the reaction product. The product is: [F:1][C:2]1[CH:23]=[CH:22][C:5]([CH2:6][NH:7][C:8]2[CH:13]=[CH:12][C:11]([NH2:14])=[C:10]([N:17]3[CH2:18][CH2:19][CH2:20][CH2:21]3)[N:9]=2)=[CH:4][CH:3]=1. (3) Given the reactants [CH:1]([NH:5][C:6]1[CH:11]=[CH:10][C:9]([C:12]([F:15])([F:14])[F:13])=[CH:8][C:7]=1[N+:16]([O-])=O)([CH2:3][CH3:4])[CH3:2], predict the reaction product. The product is: [CH:1]([NH:5][C:6]1[C:7]([NH2:16])=[CH:8][C:9]([C:12]([F:14])([F:15])[F:13])=[CH:10][CH:11]=1)([CH2:3][CH3:4])[CH3:2].